From a dataset of NCI-60 drug combinations with 297,098 pairs across 59 cell lines. Regression. Given two drug SMILES strings and cell line genomic features, predict the synergy score measuring deviation from expected non-interaction effect. (1) Drug 1: CCC1=CC2CC(C3=C(CN(C2)C1)C4=CC=CC=C4N3)(C5=C(C=C6C(=C5)C78CCN9C7C(C=CC9)(C(C(C8N6C)(C(=O)OC)O)OC(=O)C)CC)OC)C(=O)OC.C(C(C(=O)O)O)(C(=O)O)O. Drug 2: COCCOC1=C(C=C2C(=C1)C(=NC=N2)NC3=CC=CC(=C3)C#C)OCCOC.Cl. Cell line: DU-145. Synergy scores: CSS=56.5, Synergy_ZIP=-2.44, Synergy_Bliss=-0.0202, Synergy_Loewe=2.25, Synergy_HSA=2.40. (2) Drug 1: CN(C(=O)NC(C=O)C(C(C(CO)O)O)O)N=O. Drug 2: CC(C)NC(=O)C1=CC=C(C=C1)CNNC.Cl. Cell line: IGROV1. Synergy scores: CSS=-0.309, Synergy_ZIP=-0.811, Synergy_Bliss=-1.33, Synergy_Loewe=-1.96, Synergy_HSA=-1.80. (3) Drug 1: C1CN1C2=NC(=NC(=N2)N3CC3)N4CC4. Drug 2: CC12CCC3C(C1CCC2OP(=O)(O)O)CCC4=C3C=CC(=C4)OC(=O)N(CCCl)CCCl.[Na+]. Cell line: T-47D. Synergy scores: CSS=31.5, Synergy_ZIP=-7.29, Synergy_Bliss=-1.73, Synergy_Loewe=-23.0, Synergy_HSA=-0.387.